This data is from Full USPTO retrosynthesis dataset with 1.9M reactions from patents (1976-2016). The task is: Predict the reactants needed to synthesize the given product. (1) The reactants are: [NH2:1][CH:2]([C:21]1[CH:22]=[CH:23][C:24]2[O:29][CH2:28][C:27](=[O:30])[NH:26][C:25]=2[CH:31]=1)[CH2:3][N:4]1[CH2:9][CH2:8][N:7]([C:10]2[CH:19]=[CH:18][CH:17]=[C:16]3[C:11]=2[CH:12]=[CH:13][C:14]([CH3:20])=[N:15]3)[CH2:6][CH2:5]1.CN([CH:35]=[O:36])C. Given the product [CH3:20][C:14]1[CH:13]=[CH:12][C:11]2[C:16](=[CH:17][CH:18]=[CH:19][C:10]=2[N:7]2[CH2:8][CH2:9][N:4]([CH2:3][CH:2]([NH:1][CH:35]=[O:36])[C:21]3[CH:22]=[CH:23][C:24]4[O:29][CH2:28][C:27](=[O:30])[NH:26][C:25]=4[CH:31]=3)[CH2:5][CH2:6]2)[N:15]=1, predict the reactants needed to synthesize it. (2) Given the product [BrH:19].[N:14]1([CH2:13][C:8]2[CH:9]=[C:10]3[C:5](=[CH:6][CH:7]=2)[CH:4]=[C:3]([OH:2])[CH:12]=[CH:11]3)[CH2:18][CH2:17][CH2:16][CH2:15]1, predict the reactants needed to synthesize it. The reactants are: C[O:2][C:3]1[CH:4]=[C:5]2[C:10](=[CH:11][CH:12]=1)[CH:9]=[C:8]([CH2:13][N:14]1[CH2:18][CH2:17][CH2:16][CH2:15]1)[CH:7]=[CH:6]2.[BrH:19]. (3) Given the product [CH:17]([O:26][CH:7]([CH3:6])[CH3:8])([CH3:16])[CH3:12].[N:5]1[C:6]2[CH:7]=[CH:8][N:9]=[CH:11][C:2]=2[NH:3][C:4]=1[C:17]1[C:16]2[C:13]3[C:12](=[CH:17][CH:16]=[CH:15][CH:14]=3)[CH:25]([NH-:23])[C:15]=2[CH:14]=[CH:13][CH:12]=1, predict the reactants needed to synthesize it. The reactants are: C[CH2:2][N:3]=[C:4]=[N:5][CH2:6][CH2:7][CH2:8][N:9]([CH3:11])C.[CH:12]1[CH:13]=[CH:14][C:15]2N(O)N=N[C:16]=2[CH:17]=1.C[N:23]([CH:25]=[O:26])C. (4) Given the product [C:25]([O:24][C:22]([N:10]([C:7]1[O:8][CH2:9][C@@:5]2([N:6]=1)[C:11]1([CH2:12][O:13][CH2:14]1)[C:15]([CH3:21])([CH3:20])[O:16][C:17]1[C:4]2=[CH:3][C:2]([Br:1])=[CH:19][CH:18]=1)[C:22]([O:24][C:25]([CH3:28])([CH3:27])[CH3:26])=[O:23])=[O:23])([CH3:28])([CH3:27])[CH3:26], predict the reactants needed to synthesize it. The reactants are: [Br:1][C:2]1[CH:3]=[C:4]2[C:17](=[CH:18][CH:19]=1)[O:16][C:15]([CH3:21])([CH3:20])[C:11]1([CH2:14][O:13][CH2:12]1)[C@@:5]12[CH2:9][O:8][C:7]([NH2:10])=[N:6]1.[C:22](O[C:22]([O:24][C:25]([CH3:28])([CH3:27])[CH3:26])=[O:23])([O:24][C:25]([CH3:28])([CH3:27])[CH3:26])=[O:23].